This data is from Reaction yield outcomes from USPTO patents with 853,638 reactions. The task is: Predict the reaction yield, written as a fraction of the theoretical maximum amount of product (1.0 means a 100% yield; for example, 0.34 means a 34% yield). (1) The reactants are [CH3:1][O:2][C:3]1[CH:8]=[CH:7][C:6]([NH2:9])=[CH:5][C:4]=1[C:10]1[N:11]([CH3:15])[N:12]=[CH:13][CH:14]=1.[Cl:16][C:17]1[CH:22]=[CH:21][C:20]([N:23]=[C:24]=[O:25])=[CH:19][CH:18]=1. The catalyst is C(Cl)Cl. The product is [Cl:16][C:17]1[CH:22]=[CH:21][C:20]([NH:23][C:24]([NH:9][C:6]2[CH:7]=[CH:8][C:3]([O:2][CH3:1])=[C:4]([C:10]3[N:11]([CH3:15])[N:12]=[CH:13][CH:14]=3)[CH:5]=2)=[O:25])=[CH:19][CH:18]=1. The yield is 0.810. (2) The reactants are [CH3:1][Si:2]([CH3:7])([CH3:6])[C:3]#[C:4][CH3:5].[N+:8](=[CH:10][C:11]([O:13][CH2:14][CH3:15])=[O:12])=[N-:9]. The catalyst is CCO. The product is [CH2:14]([O:13][C:11]([C:10]1[C:4]([CH3:5])=[C:3]([Si:2]([CH3:7])([CH3:6])[CH3:1])[NH:9][N:8]=1)=[O:12])[CH3:15]. The yield is 0.240.